This data is from NCI-60 drug combinations with 297,098 pairs across 59 cell lines. The task is: Regression. Given two drug SMILES strings and cell line genomic features, predict the synergy score measuring deviation from expected non-interaction effect. Drug 1: C1=CN(C(=O)N=C1N)C2C(C(C(O2)CO)O)O.Cl. Drug 2: CCCCC(=O)OCC(=O)C1(CC(C2=C(C1)C(=C3C(=C2O)C(=O)C4=C(C3=O)C=CC=C4OC)O)OC5CC(C(C(O5)C)O)NC(=O)C(F)(F)F)O. Cell line: OVCAR3. Synergy scores: CSS=38.7, Synergy_ZIP=0.212, Synergy_Bliss=3.01, Synergy_Loewe=-3.93, Synergy_HSA=4.81.